Task: Predict the reactants needed to synthesize the given product.. Dataset: Full USPTO retrosynthesis dataset with 1.9M reactions from patents (1976-2016) (1) The reactants are: [F:1][C:2]1[CH:7]=[CH:6][C:5]([C:8]2[NH:9][CH:10]=[C:11]([C:19]3[CH2:20][CH2:21][N:22]4[C@H:26]([CH:27]=3)[CH2:25][C@@H:24]([C:28]3[CH:33]=[CH:32][CH:31]=[CH:30][C:29]=3[O:34]C)[CH2:23]4)[C:12]=2[C:13]2[CH:18]=[CH:17][N:16]=[CH:15][CH:14]=2)=[CH:4][CH:3]=1.FC1C=CC(C2NC=C(C3CCN4[C@H](C=3)C[C@@H](C3C=CC(OC)=CC=3)C4)C=2C2C=CN=CC=2)=CC=1. Given the product [F:1][C:2]1[CH:7]=[CH:6][C:5]([C:8]2[NH:9][CH:10]=[C:11]([C:19]3[CH2:20][CH2:21][N:22]4[C@H:26]([CH:27]=3)[CH2:25][C@@H:24]([C:28]3[CH:33]=[CH:32][CH:31]=[CH:30][C:29]=3[OH:34])[CH2:23]4)[C:12]=2[C:13]2[CH:14]=[CH:15][N:16]=[CH:17][CH:18]=2)=[CH:4][CH:3]=1, predict the reactants needed to synthesize it. (2) Given the product [NH2:1][C:2]1[N:7]=[C:6]([NH2:8])[C:5]([O:9][CH2:10][CH2:11][CH2:12][O:13][C:14]2[CH:19]=[CH:18][CH:17]=[CH:16][C:15]=2[CH2:20][CH2:21][C:22]([O:24][CH2:34][CH3:35])=[O:23])=[C:4]([CH2:25][CH3:26])[N:3]=1, predict the reactants needed to synthesize it. The reactants are: [NH2:1][C:2]1[N:7]=[C:6]([NH2:8])[C:5]([O:9][CH2:10][CH2:11][CH2:12][O:13][C:14]2[CH:19]=[CH:18][CH:17]=[CH:16][C:15]=2[CH2:20][CH2:21][C:22]([OH:24])=[O:23])=[C:4]([CH2:25][CH3:26])[N:3]=1.OS(O)(=O)=O.C(OCC)(OCC)O[CH2:34][CH3:35].C([O-])([O-])=O.[K+].[K+].